Dataset: Forward reaction prediction with 1.9M reactions from USPTO patents (1976-2016). Task: Predict the product of the given reaction. (1) The product is: [C:20]([O:19][C:15](=[O:18])/[CH:16]=[CH:17]/[C:2]1[CH:11]=[N:10][C:9]2[NH:8][C:7](=[O:12])[C:6]([CH3:14])([CH3:13])[CH2:5][C:4]=2[CH:3]=1)([CH3:23])([CH3:22])[CH3:21]. Given the reactants Br[C:2]1[CH:3]=[C:4]2[C:9](=[N:10][CH:11]=1)[NH:8][C:7](=[O:12])[C:6]([CH3:14])([CH3:13])[CH2:5]2.[C:15]([O:19][C:20]([CH3:23])([CH3:22])[CH3:21])(=[O:18])[CH:16]=[CH2:17].C(N(C(C)C)C(C)C)C.CC1C=CC=CC=1P(C1C=CC=CC=1C)C1C=CC=CC=1C, predict the reaction product. (2) Given the reactants Br[CH2:2][CH2:3][CH2:4][CH2:5][CH2:6][C:7]([NH:9][C:10]1[C:11]([S:16][CH3:17])=[N:12][CH:13]=[CH:14][CH:15]=1)=[O:8].[SH:18][C:19]1[O:20][C:21]2[CH:27]=[CH:26][CH:25]=[CH:24][C:22]=2[N:23]=1.C1OCCOCCOCCOCCOCCOC1.C(=O)([O-])[O-].[K+].[K+], predict the reaction product. The product is: [O:20]1[C:21]2[CH:27]=[CH:26][CH:25]=[CH:24][C:22]=2[N:23]=[C:19]1[S:18][CH2:2][CH2:3][CH2:4][CH2:5][CH2:6][C:7]([NH:9][C:10]1[C:11]([S:16][CH3:17])=[N:12][CH:13]=[CH:14][CH:15]=1)=[O:8]. (3) The product is: [Br:1][C:2]1[CH:3]=[CH:4][C:5]([NH:9][C:17](=[O:19])[CH3:18])=[N:6][C:7]=1[CH3:8]. Given the reactants [Br:1][C:2]1[CH:3]=[CH:4][C:5]([NH2:9])=[N:6][C:7]=1[CH3:8].C(N(CC)CC)C.[C:17](Cl)(=[O:19])[CH3:18], predict the reaction product. (4) Given the reactants [OH:1][C@H:2]([C@@H:5]1[C@H:8]([NH:9][C:10](=[O:19])[O:11][CH2:12][C:13]2[CH:18]=[CH:17][CH:16]=[CH:15][CH:14]=2)[C:7](=[O:20])[N:6]1[CH2:21][C:22]1[CH:27]=[CH:26][C:25]([O:28][CH3:29])=[CH:24][C:23]=1[O:30][CH3:31])CO.I([O-])(=O)(=O)=O.[Na+], predict the reaction product. The product is: [CH3:31][O:30][C:23]1[CH:24]=[C:25]([O:28][CH3:29])[CH:26]=[CH:27][C:22]=1[CH2:21][N:6]1[C:7](=[O:20])[C@@H:8]([NH:9][C:10](=[O:19])[O:11][CH2:12][C:13]2[CH:18]=[CH:17][CH:16]=[CH:15][CH:14]=2)[C@H:5]1[CH:2]=[O:1]. (5) Given the reactants [CH3:1][C:2]1[CH:7]=[C:6]([N:8]2[CH2:12][CH2:11][CH:10]([N:13]3[CH2:17][CH2:16][CH2:15][CH:14]3[CH3:18])[CH2:9]2)[CH:5]=[CH:4][C:3]=1[NH2:19].[OH:20][C:21]1[C:30]2[C:25](=[N:26][C:27]([CH3:31])=[CH:28][CH:29]=2)[N:24]=[CH:23][C:22]=1[C:32](O)=[O:33], predict the reaction product. The product is: [CH3:1][C:2]1[CH:7]=[C:6]([N:8]2[CH2:12][CH2:11][CH:10]([N:13]3[CH2:17][CH2:16][CH2:15][CH:14]3[CH3:18])[CH2:9]2)[CH:5]=[CH:4][C:3]=1[NH:19][C:32]([C:22]1[CH:23]=[N:24][C:25]2[C:30]([C:21]=1[OH:20])=[CH:29][CH:28]=[C:27]([CH3:31])[N:26]=2)=[O:33]. (6) Given the reactants O[CH2:2][CH2:3][CH:4]1[CH2:9][CH2:8][N:7]([C:10](=[O:24])[CH:11]([C:18]2[CH:23]=[CH:22][CH:21]=[CH:20][CH:19]=2)[C:12]2[CH:17]=[CH:16][CH:15]=[CH:14][CH:13]=2)[CH2:6][CH2:5]1.P(Br)(Br)[Br:26], predict the reaction product. The product is: [Br:26][CH2:2][CH2:3][CH:4]1[CH2:9][CH2:8][N:7]([C:10](=[O:24])[CH:11]([C:18]2[CH:23]=[CH:22][CH:21]=[CH:20][CH:19]=2)[C:12]2[CH:17]=[CH:16][CH:15]=[CH:14][CH:13]=2)[CH2:6][CH2:5]1. (7) Given the reactants [O:1]([CH2:8][CH:9]1[CH2:11][O:10]1)[C:2]1[CH:7]=[CH:6][CH:5]=[CH:4][CH:3]=1.[CH3:12][O-:13].[Na+], predict the reaction product. The product is: [CH3:12][O:13][CH2:11][CH:9]([OH:10])[CH2:8][O:1][C:2]1[CH:7]=[CH:6][CH:5]=[CH:4][CH:3]=1.